From a dataset of Forward reaction prediction with 1.9M reactions from USPTO patents (1976-2016). Predict the product of the given reaction. (1) Given the reactants [NH2:15][C:14]1[CH:16]=[C:17]([Cl:22])[C:18]([O:20][CH3:21])=[CH:19][C:13]=1[S:12][S:12][C:13]1[CH:19]=[C:18]([O:20][CH3:21])[C:17]([Cl:22])=[CH:16][C:14]=1[NH2:15].[CH3:23][CH:24]1[NH:29][C:28](=[O:30])[CH2:27][C:26](=O)[CH2:25]1, predict the reaction product. The product is: [Cl:22][C:17]1[C:18]([O:20][CH3:21])=[CH:19][C:13]2[S:12][C:27]3[C:28](=[O:30])[NH:29][CH:24]([CH3:23])[CH2:25][C:26]=3[NH:15][C:14]=2[CH:16]=1. (2) Given the reactants [N+:1]([C:4]1[CH:5]=[C:6]([CH2:10][CH2:11][C:12]([OH:14])=O)[CH:7]=[CH:8][CH:9]=1)([O-:3])=[O:2].[NH2:15][C:16]1[CH:17]=[C:18]([NH:22][C:23](=[O:29])[O:24][C:25]([CH3:28])([CH3:27])[CH3:26])[CH:19]=[CH:20][CH:21]=1.F[P-](F)(F)(F)(F)F.N1(OC(N(C)C)=[N+](C)C)C2C=CC=CC=2N=N1.C(N(CC)C(C)C)(C)C, predict the reaction product. The product is: [N+:1]([C:4]1[CH:5]=[C:6]([CH2:10][CH2:11][C:12]([NH:15][C:16]2[CH:17]=[C:18]([NH:22][C:23](=[O:29])[O:24][C:25]([CH3:27])([CH3:26])[CH3:28])[CH:19]=[CH:20][CH:21]=2)=[O:14])[CH:7]=[CH:8][CH:9]=1)([O-:3])=[O:2]. (3) Given the reactants C([N:8]1[CH2:12][CH:11]([C:13]2[CH:18]=[CH:17][C:16]([Cl:19])=[C:15]([Cl:20])[CH:14]=2)[CH:10]([CH:21]([O:23][C:24]2[CH:31]=[CH:30][C:27]([C:28]#[N:29])=[CH:26][N:25]=2)[CH3:22])[CH2:9]1)C1C=CC=CC=1.ClC(OCC(Cl)(Cl)Cl)=O, predict the reaction product. The product is: [Cl:20][C:15]1[CH:14]=[C:13]([CH:11]2[CH2:12][NH:8][CH2:9][CH:10]2[CH:21]([O:23][C:24]2[CH:31]=[CH:30][C:27]([C:28]#[N:29])=[CH:26][N:25]=2)[CH3:22])[CH:18]=[CH:17][C:16]=1[Cl:19]. (4) Given the reactants Br[C:2]1[C:7]([CH3:8])=[CH:6][C:5]([N+:9]([O-:11])=[O:10])=[CH:4][C:3]=1[CH2:12][NH:13][C:14](=[O:20])[O:15][C:16]([CH3:19])([CH3:18])[CH3:17].C([O-])([O-])=O.[Cs+].[Cs+].[CH3:27][N:28]1[CH2:33][CH2:32][NH:31][CH2:30][CH2:29]1, predict the reaction product. The product is: [CH3:8][C:7]1[C:2]([N:31]2[CH2:32][CH2:33][N:28]([CH3:27])[CH2:29][CH2:30]2)=[C:3]([CH2:12][NH:13][C:14](=[O:20])[O:15][C:16]([CH3:19])([CH3:18])[CH3:17])[CH:4]=[C:5]([N+:9]([O-:11])=[O:10])[CH:6]=1. (5) Given the reactants C([O:3][CH2:4][CH2:5][O:6][NH:7][C:8]([C:10]1[O:18][C:17]2[CH:16]=[CH:15][N:14]=[CH:13][C:12]=2[C:11]=1[NH:19][C:20]1[CH:25]=[CH:24][C:23]([I:26])=[CH:22][C:21]=1[F:27])=[O:9])=C.Cl.C(=O)(O)[O-].[Na+], predict the reaction product. The product is: [OH:3][CH2:4][CH2:5][O:6][NH:7][C:8]([C:10]1[O:18][C:17]2[CH:16]=[CH:15][N:14]=[CH:13][C:12]=2[C:11]=1[NH:19][C:20]1[CH:25]=[CH:24][C:23]([I:26])=[CH:22][C:21]=1[F:27])=[O:9].